The task is: Binary Classification. Given a T-cell receptor sequence (or CDR3 region) and an epitope sequence, predict whether binding occurs between them.. This data is from TCR-epitope binding with 47,182 pairs between 192 epitopes and 23,139 TCRs. (1) The epitope is EIYKRWII. Result: 0 (the TCR does not bind to the epitope). The TCR CDR3 sequence is CATSDSLAVYNEQFF. (2) The epitope is LLMPILTLT. The TCR CDR3 sequence is CASSLGRGRPTDTQYF. Result: 0 (the TCR does not bind to the epitope). (3) The epitope is KLSALGINAV. The TCR CDR3 sequence is CASIAGLAGGDEQFF. Result: 0 (the TCR does not bind to the epitope).